Dataset: Full USPTO retrosynthesis dataset with 1.9M reactions from patents (1976-2016). Task: Predict the reactants needed to synthesize the given product. Given the product [CH2:1]([O:3][C:4]([N:6]1[CH2:11][CH2:10][N:9]([C:12](=[O:37])[C@@H:13]([NH:22][C:23]([C:25]2[CH:34]=[C:33]([O:35][CH2:47][C:46]([O:45][CH2:38][C:39]3[CH:44]=[CH:43][CH:42]=[CH:41][CH:40]=3)=[O:49])[C:32]3[C:27](=[CH:28][C:29]([CH3:36])=[CH:30][CH:31]=3)[N:26]=2)=[O:24])[CH2:14][C:15]([O:17][C:18]([CH3:20])([CH3:21])[CH3:19])=[O:16])[CH2:8][CH2:7]1)=[O:5])[CH3:2], predict the reactants needed to synthesize it. The reactants are: [CH2:1]([O:3][C:4]([N:6]1[CH2:11][CH2:10][N:9]([C:12](=[O:37])[C@@H:13]([NH:22][C:23]([C:25]2[CH:34]=[C:33]([OH:35])[C:32]3[C:27](=[CH:28][C:29]([CH3:36])=[CH:30][CH:31]=3)[N:26]=2)=[O:24])[CH2:14][C:15]([O:17][C:18]([CH3:21])([CH3:20])[CH3:19])=[O:16])[CH2:8][CH2:7]1)=[O:5])[CH3:2].[CH2:38]([O:45][C:46](=[O:49])[CH2:47]Br)[C:39]1[CH:44]=[CH:43][CH:42]=[CH:41][CH:40]=1.C(=O)([O-])[O-].[Cs+].[Cs+].